Dataset: NCI-60 drug combinations with 297,098 pairs across 59 cell lines. Task: Regression. Given two drug SMILES strings and cell line genomic features, predict the synergy score measuring deviation from expected non-interaction effect. (1) Drug 1: C1=CC(=CC=C1CCCC(=O)O)N(CCCl)CCCl. Drug 2: CN(CC1=CN=C2C(=N1)C(=NC(=N2)N)N)C3=CC=C(C=C3)C(=O)NC(CCC(=O)O)C(=O)O. Cell line: ACHN. Synergy scores: CSS=73.2, Synergy_ZIP=-2.41, Synergy_Bliss=-2.37, Synergy_Loewe=-3.56, Synergy_HSA=1.63. (2) Drug 1: CC1=CC2C(CCC3(C2CCC3(C(=O)C)OC(=O)C)C)C4(C1=CC(=O)CC4)C. Drug 2: CCC(=C(C1=CC=CC=C1)C2=CC=C(C=C2)OCCN(C)C)C3=CC=CC=C3.C(C(=O)O)C(CC(=O)O)(C(=O)O)O. Cell line: SF-268. Synergy scores: CSS=-1.58, Synergy_ZIP=6.30, Synergy_Bliss=8.19, Synergy_Loewe=3.40, Synergy_HSA=2.45.